This data is from Reaction yield outcomes from USPTO patents with 853,638 reactions. The task is: Predict the reaction yield, written as a fraction of the theoretical maximum amount of product (1.0 means a 100% yield; for example, 0.34 means a 34% yield). (1) The reactants are [H-].[Na+].[CH3:3][C:4]1([CH2:8][OH:9])[CH2:7][O:6][CH2:5]1.[NH2:10][C:11]1[CH:16]=[CH:15][N:14]=[C:13](Cl)[N:12]=1. The catalyst is CCCCC. The product is [CH3:3][C:4]1([CH2:8][O:9][C:13]2[N:12]=[C:11]([NH2:10])[CH:16]=[CH:15][N:14]=2)[CH2:7][O:6][CH2:5]1. The yield is 0.300. (2) The reactants are [O:1]=[C:2]([NH:8][C:9]1[CH:18]=[CH:17][C:16]2[C:11](=[CH:12][CH:13]=[CH:14][CH:15]=2)[N:10]=1)[C:3]([O:5]CC)=O.[NH2:19][CH2:20][CH2:21][O:22][CH:23]1[CH2:28][CH2:27][CH:26]([NH:29][C:30]2[CH:35]=[CH:34][C:33]([N+:36]([O-:38])=[O:37])=[C:32]([C:39]([F:42])([F:41])[F:40])[CH:31]=2)[CH2:25][CH2:24]1. The catalyst is O1CCCC1. The product is [N+:36]([C:33]1[CH:34]=[CH:35][C:30]([NH:29][CH:26]2[CH2:25][CH2:24][CH:23]([O:22][CH2:21][CH2:20][NH:19][C:3](=[O:5])[C:2]([NH:8][C:9]3[CH:18]=[CH:17][C:16]4[C:11](=[CH:12][CH:13]=[CH:14][CH:15]=4)[N:10]=3)=[O:1])[CH2:28][CH2:27]2)=[CH:31][C:32]=1[C:39]([F:40])([F:41])[F:42])([O-:38])=[O:37]. The yield is 0.460. (3) The reactants are [Br:1][C:2]1[CH:6]=[C:5]([C:7]#[N:8])[N:4]([CH3:9])[C:3]=1[C:10]1[CH:11]=[CH:12][C:13]2[N:18](C(OC(C)(C)C)=O)[C:17](=[O:26])[O:16][C:15]([CH3:28])([CH3:27])[C:14]=2[CH:29]=1.[O-]CC.[Na+]. The catalyst is C1COCC1.C(O)C. The product is [Br:1][C:2]1[CH:6]=[C:5]([C:7]#[N:8])[N:4]([CH3:9])[C:3]=1[C:10]1[CH:11]=[CH:12][C:13]2[NH:18][C:17](=[O:26])[O:16][C:15]([CH3:27])([CH3:28])[C:14]=2[CH:29]=1. The yield is 0.540. (4) The reactants are [CH3:1][O:2][C:3](=[O:13])[C:4]1[CH:9]=[C:8]([Cl:10])[CH:7]=[C:6]([NH2:11])[C:5]=1[OH:12].[C:14](C1NC=CN=1)(C1NC=CN=1)=[O:15]. The catalyst is O1CCCC1. The product is [CH3:1][O:2][C:3]([C:4]1[C:5]2[O:12][C:14](=[O:15])[NH:11][C:6]=2[CH:7]=[C:8]([Cl:10])[CH:9]=1)=[O:13]. The yield is 0.910.